From a dataset of NCI-60 drug combinations with 297,098 pairs across 59 cell lines. Regression. Given two drug SMILES strings and cell line genomic features, predict the synergy score measuring deviation from expected non-interaction effect. (1) Drug 1: C1=NC2=C(N=C(N=C2N1C3C(C(C(O3)CO)O)F)Cl)N. Drug 2: C1CN(P(=O)(OC1)NCCCl)CCCl. Cell line: OVCAR3. Synergy scores: CSS=-6.91, Synergy_ZIP=2.97, Synergy_Bliss=-5.47, Synergy_Loewe=-3.09, Synergy_HSA=-11.7. (2) Drug 1: COC1=C2C(=CC3=C1OC=C3)C=CC(=O)O2. Drug 2: C1C(C(OC1N2C=NC3=C2NC=NCC3O)CO)O. Cell line: HL-60(TB). Synergy scores: CSS=6.64, Synergy_ZIP=-1.15, Synergy_Bliss=-0.0170, Synergy_Loewe=0.463, Synergy_HSA=1.49. (3) Drug 1: CCC1=CC2CC(C3=C(CN(C2)C1)C4=CC=CC=C4N3)(C5=C(C=C6C(=C5)C78CCN9C7C(C=CC9)(C(C(C8N6C)(C(=O)OC)O)OC(=O)C)CC)OC)C(=O)OC.C(C(C(=O)O)O)(C(=O)O)O. Drug 2: C1CN1P(=S)(N2CC2)N3CC3. Cell line: COLO 205. Synergy scores: CSS=39.9, Synergy_ZIP=-2.24, Synergy_Bliss=-2.31, Synergy_Loewe=-10.8, Synergy_HSA=-0.910. (4) Drug 1: CS(=O)(=O)C1=CC(=C(C=C1)C(=O)NC2=CC(=C(C=C2)Cl)C3=CC=CC=N3)Cl. Drug 2: C1=C(C(=O)NC(=O)N1)N(CCCl)CCCl. Cell line: SR. Synergy scores: CSS=56.7, Synergy_ZIP=-2.18, Synergy_Bliss=-1.91, Synergy_Loewe=-10.7, Synergy_HSA=0.814. (5) Drug 1: CCCS(=O)(=O)NC1=C(C(=C(C=C1)F)C(=O)C2=CNC3=C2C=C(C=N3)C4=CC=C(C=C4)Cl)F. Drug 2: C(CCl)NC(=O)N(CCCl)N=O. Cell line: U251. Synergy scores: CSS=-1.67, Synergy_ZIP=-1.96, Synergy_Bliss=-4.85, Synergy_Loewe=-4.78, Synergy_HSA=-4.76. (6) Drug 1: C(CN)CNCCSP(=O)(O)O. Drug 2: B(C(CC(C)C)NC(=O)C(CC1=CC=CC=C1)NC(=O)C2=NC=CN=C2)(O)O. Cell line: M14. Synergy scores: CSS=43.2, Synergy_ZIP=-2.71, Synergy_Bliss=-3.08, Synergy_Loewe=-28.9, Synergy_HSA=-1.17. (7) Drug 1: CC=C1C(=O)NC(C(=O)OC2CC(=O)NC(C(=O)NC(CSSCCC=C2)C(=O)N1)C(C)C)C(C)C. Drug 2: CC1CCCC2(C(O2)CC(NC(=O)CC(C(C(=O)C(C1O)C)(C)C)O)C(=CC3=CSC(=N3)C)C)C. Cell line: A498. Synergy scores: CSS=35.8, Synergy_ZIP=-7.61, Synergy_Bliss=-4.71, Synergy_Loewe=-3.74, Synergy_HSA=-1.16.